Task: Predict which catalyst facilitates the given reaction.. Dataset: Catalyst prediction with 721,799 reactions and 888 catalyst types from USPTO (1) Reactant: [O:1]=[C:2]1[C:7]([CH2:8][C:9]([OH:11])=[O:10])=[CH:6][C:5](=[O:12])[NH:4][NH:3]1.[CH3:13]O.Cl. Product: [O:1]=[C:2]1[C:7]([CH2:8][C:9]([O:11][CH3:13])=[O:10])=[CH:6][C:5](=[O:12])[NH:4][NH:3]1. The catalyst class is: 12. (2) Reactant: [CH3:1][O:2][C:3](=[O:16])/[CH:4]=[CH:5]/[C:6]1[CH:15]=[CH:14][C:9]2[N:10]=[C:11]([CH3:13])[S:12][C:8]=2[CH:7]=1. Product: [CH3:1][O:2][C:3](=[O:16])[CH2:4][CH2:5][C:6]1[CH:15]=[CH:14][C:9]2[N:10]=[C:11]([CH3:13])[S:12][C:8]=2[CH:7]=1. The catalyst class is: 78. (3) Reactant: C[Si]([N-][Si](C)(C)C)(C)C.[Li+].F[C:12]1[CH:17]=[C:16]([O:18][CH3:19])[CH:15]=[CH:14][C:13]=1[C:20]1[NH:29][C:28](=[O:30])[C:27]2[C:22](=[CH:23][C:24]([O:33][CH3:34])=[CH:25][C:26]=2[O:31][CH3:32])[N:21]=1.[CH:35]([N:38]1[CH2:43][CH2:42][N:41]([CH2:44][CH2:45][NH2:46])[CH2:40][CH2:39]1)([CH3:37])[CH3:36]. Product: [CH:35]([N:38]1[CH2:39][CH2:40][N:41]([CH2:44][CH2:45][NH:46][C:12]2[CH:17]=[C:16]([O:18][CH3:19])[CH:15]=[CH:14][C:13]=2[C:20]2[NH:29][C:28](=[O:30])[C:27]3[C:22](=[CH:23][C:24]([O:33][CH3:34])=[CH:25][C:26]=3[O:31][CH3:32])[N:21]=2)[CH2:42][CH2:43]1)([CH3:37])[CH3:36]. The catalyst class is: 598. (4) Reactant: C(N)C.[Cl:4][C:5]1[C:6]([O:18]COC)=[CH:7][C:8]([O:14]COC)=[C:9]([CH:13]=1)[C:10]([OH:12])=[O:11].CN1CCOCC1.Cl.CN(C)CCCN=C=NCC.ON1C2C=CC=CC=2N=N1. Product: [Cl:4][C:5]1[C:6]([OH:18])=[CH:7][C:8]([OH:14])=[C:9]([CH:13]=1)[C:10]([OH:12])=[O:11]. The catalyst class is: 173. (5) Reactant: Cl[C:2]1[N:7]=[C:6]([Cl:8])[N:5]=[C:4]2[NH:9][N:10]=[CH:11][C:3]=12.[NH2:12][C:13]1[CH:14]=[C:15]([CH:29]=[CH:30][C:31]=1[CH3:32])[C:16]([NH:18][C:19]1[CH:24]=[CH:23][CH:22]=[C:21]([C:25]([F:28])([F:27])[F:26])[CH:20]=1)=[O:17]. Product: [Cl:8][C:6]1[N:5]=[C:4]2[NH:9][N:10]=[CH:11][C:3]2=[C:2]([NH:12][C:13]2[CH:14]=[C:15]([CH:29]=[CH:30][C:31]=2[CH3:32])[C:16]([NH:18][C:19]2[CH:24]=[CH:23][CH:22]=[C:21]([C:25]([F:26])([F:27])[F:28])[CH:20]=2)=[O:17])[N:7]=1. The catalyst class is: 107. (6) Reactant: [C:1]([O:5][C:6](=[O:19])[NH:7][CH2:8][C:9]([N:11]1[CH2:15][CH2:14][CH2:13][C@H:12]1[C:16](=O)[NH2:17])=[O:10])([CH3:4])([CH3:3])[CH3:2].N1C=CN=C1.P(Cl)(Cl)(Cl)=O. Product: [C:1]([O:5][C:6](=[O:19])[NH:7][CH2:8][C:9]([N:11]1[CH2:15][CH2:14][CH2:13][C@H:12]1[C:16]#[N:17])=[O:10])([CH3:4])([CH3:2])[CH3:3]. The catalyst class is: 17. (7) Reactant: [F:1][C:2]([F:31])([F:30])[C:3]1[CH:4]=[C:5]([C@H:13]([O:15][C@H:16]2[CH2:20][CH2:19][C@@H:18]([CH:21]=O)[C@@H:17]2[C:23]2[CH:28]=[CH:27][C:26]([F:29])=[CH:25][CH:24]=2)[CH3:14])[CH:6]=[C:7]([C:9]([F:12])([F:11])[F:10])[CH:8]=1.Cl.[CH2:33]([O:35][C:36]([C@@H:38]1[CH2:43][CH2:42][CH2:41][NH:40][CH2:39]1)=[O:37])[CH3:34].CCN(C(C)C)C(C)C.C(O[BH-](OC(=O)C)OC(=O)C)(=O)C.[Na+]. Product: [F:31][C:2]([F:1])([F:30])[C:3]1[CH:4]=[C:5]([C@H:13]([O:15][C@H:16]2[CH2:20][CH2:19][C@@H:18]([CH2:21][N:40]3[CH2:41][CH2:42][CH2:43][C@@H:38]([C:36]([O:35][CH2:33][CH3:34])=[O:37])[CH2:39]3)[C@@H:17]2[C:23]2[CH:28]=[CH:27][C:26]([F:29])=[CH:25][CH:24]=2)[CH3:14])[CH:6]=[C:7]([C:9]([F:12])([F:11])[F:10])[CH:8]=1. The catalyst class is: 26.